Dataset: Reaction yield outcomes from USPTO patents with 853,638 reactions. Task: Predict the reaction yield, written as a fraction of the theoretical maximum amount of product (1.0 means a 100% yield; for example, 0.34 means a 34% yield). (1) The reactants are C[O:2][C:3]([C:5]1[CH:23]=[CH:22][C:8]([C:9]([NH:11][C:12]2[CH:13]=[C:14]3[C:18](=[CH:19][CH:20]=2)[NH:17][C:16](=[O:21])[CH2:15]3)=[O:10])=[CH:7][CH:6]=1)=[O:4].[OH-].[Na+]. The catalyst is CO. The product is [C:3]([C:5]1[CH:6]=[CH:7][C:8]([C:9]([NH:11][C:12]2[CH:13]=[C:14]3[C:18](=[CH:19][CH:20]=2)[NH:17][C:16](=[O:21])[CH2:15]3)=[O:10])=[CH:22][CH:23]=1)([OH:4])=[O:2]. The yield is 0.870. (2) The reactants are [Cl:1][C:2]1[CH:7]=[CH:6][C:5]([C:8](=O)[CH2:9][C:10]2[CH:15]=[CH:14][CH:13]=[CH:12][CH:11]=2)=[CH:4][C:3]=1[F:17].[CH2:18]([O:20][C:21]1[CH:22]=[C:23]([CH:26]=[C:27]([N+:30]([O-:32])=[O:31])[C:28]=1[OH:29])[CH:24]=O)[CH3:19].[NH2:33][C:34]([NH2:36])=[O:35].Cl. The catalyst is C(O)C. The product is [Cl:1][C:2]1[CH:7]=[CH:6][C:5]([C:8]2[NH:36][C:34](=[O:35])[NH:33][CH:24]([C:23]3[CH:26]=[C:27]([N+:30]([O-:32])=[O:31])[C:28]([OH:29])=[C:21]([O:20][CH2:18][CH3:19])[CH:22]=3)[C:9]=2[C:10]2[CH:15]=[CH:14][CH:13]=[CH:12][CH:11]=2)=[CH:4][C:3]=1[F:17]. The yield is 0.0930. (3) The reactants are [N:1]1([C:7]2[CH:15]=[CH:14][C:13]([N+:16]([O-:18])=[O:17])=[CH:12][C:8]=2[C:9]([OH:11])=O)[CH2:6][CH2:5][O:4][CH2:3][CH2:2]1.[N:19]1([C:25]2[S:26][C:27]([C:30]#[N:31])=[CH:28][N:29]=2)[CH2:24][CH2:23][NH:22][CH2:21][CH2:20]1. No catalyst specified. The product is [N:1]1([C:7]2[CH:15]=[CH:14][C:13]([N+:16]([O-:18])=[O:17])=[CH:12][C:8]=2[C:9]([N:22]2[CH2:23][CH2:24][N:19]([C:25]3[S:26][C:27]([C:30]#[N:31])=[CH:28][N:29]=3)[CH2:20][CH2:21]2)=[O:11])[CH2:2][CH2:3][O:4][CH2:5][CH2:6]1. The yield is 0.240. (4) The reactants are [O:1]1CCO[CH:2]1[C:6]1[CH:7]=[C:8]([CH:28]=[CH:29][CH:30]=1)[C:9]([NH:11][C:12]1[S:13][CH:14]=[C:15]([C:22]2[CH:27]=[CH:26][CH:25]=[CH:24][CH:23]=2)[C:16]=1[C:17]([O:19][CH2:20][CH3:21])=[O:18])=[O:10].Cl. The catalyst is C1COCC1. The product is [CH:2]([C:6]1[CH:7]=[C:8]([CH:28]=[CH:29][CH:30]=1)[C:9]([NH:11][C:12]1[S:13][CH:14]=[C:15]([C:22]2[CH:23]=[CH:24][CH:25]=[CH:26][CH:27]=2)[C:16]=1[C:17]([O:19][CH2:20][CH3:21])=[O:18])=[O:10])=[O:1]. The yield is 0.770.